From a dataset of Peptide-MHC class I binding affinity with 185,985 pairs from IEDB/IMGT. Regression. Given a peptide amino acid sequence and an MHC pseudo amino acid sequence, predict their binding affinity value. This is MHC class I binding data. (1) The peptide sequence is SDDQLRLLK. The MHC is HLA-A31:01 with pseudo-sequence HLA-A31:01. The binding affinity (normalized) is 0.0847. (2) The peptide sequence is KACDLAMCY. The MHC is HLA-A01:01 with pseudo-sequence HLA-A01:01. The binding affinity (normalized) is 0.252. (3) The peptide sequence is RTSKTSLER. The MHC is HLA-B08:01 with pseudo-sequence HLA-B08:01. The binding affinity (normalized) is 0. (4) The peptide sequence is YTDKIAMSY. The MHC is SLA-10401 with pseudo-sequence SLA-10401. The binding affinity (normalized) is 0.820. (5) The peptide sequence is IGKMFESTYR. The MHC is HLA-A33:01 with pseudo-sequence HLA-A33:01. The binding affinity (normalized) is 0.522. (6) The peptide sequence is SYATHHDKF. The MHC is HLA-A26:01 with pseudo-sequence HLA-A26:01. The binding affinity (normalized) is 0. (7) The peptide sequence is ILSDENYLL. The MHC is HLA-A68:02 with pseudo-sequence HLA-A68:02. The binding affinity (normalized) is 0.299. (8) The peptide sequence is YNTVCVIW. The MHC is Mamu-B52 with pseudo-sequence Mamu-B52. The binding affinity (normalized) is 0.424. (9) The peptide sequence is MLLATREYV. The MHC is HLA-A02:01 with pseudo-sequence HLA-A02:01. The binding affinity (normalized) is 0.647.